Dataset: Full USPTO retrosynthesis dataset with 1.9M reactions from patents (1976-2016). Task: Predict the reactants needed to synthesize the given product. (1) Given the product [Br:10][C:11]1[CH:12]=[C:13]([CH:14]=[CH:15][CH:16]=1)[CH2:17][O:18][CH2:19][CH2:20][OH:21], predict the reactants needed to synthesize it. The reactants are: CC(C[AlH]CC(C)C)C.[Br:10][C:11]1[CH:12]=[C:13]([CH:17]2[O:21][CH2:20][CH2:19][O:18]2)[CH:14]=[CH:15][CH:16]=1.Cl. (2) Given the product [NH2:25][C:21]1[N:22]=[CH:23][N:24]=[C:19]([C:2]2[CH:3]=[C:4]([C:16]#[N:17])[N:5]([C:7]3[CH:12]=[C:11]([Cl:13])[CH:10]=[CH:9][C:8]=3[CH2:14][CH3:15])[CH:6]=2)[CH:20]=1, predict the reactants needed to synthesize it. The reactants are: Br[C:2]1[CH:3]=[C:4]([C:16]#[N:17])[N:5]([C:7]2[CH:12]=[C:11]([Cl:13])[CH:10]=[CH:9][C:8]=2[CH2:14][CH3:15])[CH:6]=1.Cl[C:19]1[N:24]=[CH:23][N:22]=[C:21]([NH:25]C)[CH:20]=1. (3) Given the product [C:18]1([S:24]([N:27]2[C:31]3=[N:32][CH:33]=[C:34]([N+:37]([O-:39])=[O:38])[C:35]([NH:8][C@H:4]4[CH2:5][CH2:6][CH2:7][O:2][CH2:3]4)=[C:30]3[CH:29]=[CH:28]2)(=[O:25])=[O:26])[CH:19]=[CH:20][CH:21]=[CH:22][CH:23]=1, predict the reactants needed to synthesize it. The reactants are: Cl.[O:2]1[CH2:7][CH2:6][CH2:5][C@H:4]([NH2:8])[CH2:3]1.C(N(CC)C(C)C)(C)C.[C:18]1([S:24]([N:27]2[C:31]3=[N:32][CH:33]=[C:34]([N+:37]([O-:39])=[O:38])[C:35](Cl)=[C:30]3[CH:29]=[CH:28]2)(=[O:26])=[O:25])[CH:23]=[CH:22][CH:21]=[CH:20][CH:19]=1. (4) The reactants are: Cl[C:2]1[CH:7]=[C:6]([CH3:8])[C:5]([N+:9]([O-])=O)=[CH:4][N:3]=1.[CH3:12]B1OB(C)OB(C)O1.[C:21](=[O:24])([O-])[O-:22].[K+].[K+].[C:27](OCC)(=O)[CH3:28]. Given the product [C:27]([C:2]1[CH:7]=[C:6]2[CH:8]=[C:12]([C:21]([OH:22])=[O:24])[NH:9][C:5]2=[CH:4][N:3]=1)#[CH:28], predict the reactants needed to synthesize it. (5) Given the product [CH:30]1[C:39]2[C:34](=[C:35]([N:40]3[C:5]([C:7]4[C:12](=[O:13])[CH:11]=[CH:10][N:9]([C:14]5[CH:19]=[CH:18][CH:17]=[C:16]([S:20]([N:23]6[CH2:28][CH2:27][CH2:26][CH2:25][CH2:24]6)(=[O:22])=[O:21])[CH:15]=5)[N:8]=4)=[CH:4][CH:3]=[N:41]3)[CH:36]=[CH:37][CH:38]=2)[CH:33]=[CH:32][N:31]=1, predict the reactants needed to synthesize it. The reactants are: CN(C)/[CH:3]=[CH:4]/[C:5]([C:7]1[C:12](=[O:13])[CH:11]=[CH:10][N:9]([C:14]2[CH:19]=[CH:18][CH:17]=[C:16]([S:20]([N:23]3[CH2:28][CH2:27][CH2:26][CH2:25][CH2:24]3)(=[O:22])=[O:21])[CH:15]=2)[N:8]=1)=O.[CH:30]1[C:39]2[C:34](=[C:35]([NH:40][NH2:41])[CH:36]=[CH:37][CH:38]=2)[CH:33]=[CH:32][N:31]=1. (6) Given the product [CH3:1][O:2][C:3](=[O:18])[C:4]1[CH:9]=[CH:8][C:7]([NH:10][CH:11]2[CH2:14][CH2:13][CH2:12]2)=[C:6]([NH2:15])[CH:5]=1, predict the reactants needed to synthesize it. The reactants are: [CH3:1][O:2][C:3](=[O:18])[C:4]1[CH:9]=[CH:8][C:7]([NH:10][CH:11]2[CH2:14][CH2:13][CH2:12]2)=[C:6]([N+:15]([O-])=O)[CH:5]=1.